Dataset: Full USPTO retrosynthesis dataset with 1.9M reactions from patents (1976-2016). Task: Predict the reactants needed to synthesize the given product. (1) Given the product [Cl:1][C:2]1[CH:15]=[CH:14][C:5]([CH2:6][OH:7])=[C:4]([O:16][C@H:17]([CH2:19][CH:20]=[CH2:21])[CH3:18])[CH:3]=1, predict the reactants needed to synthesize it. The reactants are: [Cl:1][C:2]1[CH:15]=[CH:14][C:5]([C:6](OC(CC=C)C)=[O:7])=[C:4]([O:16][C@H:17]([CH2:19][CH:20]=[CH2:21])[CH3:18])[CH:3]=1.[H-].[Al+3].[Li+].[H-].[H-].[H-]. (2) Given the product [OH:1][C:2]1[N:3]=[CH:4][C:5]([N+:11]([O-:13])=[O:12])=[CH:6][C:7]=1[C:8]([OH:10])=[O:9], predict the reactants needed to synthesize it. The reactants are: [OH:1][C:2]1[C:7]([C:8]([OH:10])=[O:9])=[CH:6][CH:5]=[CH:4][N:3]=1.[N+:11]([O-])([OH:13])=[O:12]. (3) The reactants are: C([O:8][C:9]1[CH:14]=[CH:13][C:12]([CH2:15][CH2:16][S:17]([CH3:20])(=[O:19])=[O:18])=[CH:11][C:10]=1[F:21])C1C=CC=CC=1. Given the product [F:21][C:10]1[CH:11]=[C:12]([CH2:15][CH2:16][S:17]([CH3:20])(=[O:18])=[O:19])[CH:13]=[CH:14][C:9]=1[OH:8], predict the reactants needed to synthesize it. (4) Given the product [OH:45][C:46]1[C:35]([NH:36][C:37]([NH:31][C:10]2[N:11]=[C:7]([C:3]3[CH:2]=[N:1][CH:6]=[CH:5][CH:4]=3)[S:8][CH:9]=2)=[O:41])=[N:34][CH:44]=[CH:43][CH:42]=1, predict the reactants needed to synthesize it. The reactants are: [N:1]1[CH:6]=[CH:5][CH:4]=[C:3]([C:7]2[S:8][CH:9]=[C:10](C(O)=O)[N:11]=2)[CH:2]=1.P([N:31]=[N+]=[N-])(OC1C=CC=CC=1)(OC1C=CC=CC=1)=O.[NH2:34][C:35]1C=CC=[C:37]([OH:41])[N:36]=1.[CH2:42]1[CH2:46][O:45][CH2:44][CH2:43]1.